From a dataset of Full USPTO retrosynthesis dataset with 1.9M reactions from patents (1976-2016). Predict the reactants needed to synthesize the given product. (1) Given the product [Cl:17][C:18]1[CH:19]=[C:20]([C:12]([C:4]2[N:3]=[C:2]([Cl:1])[C:11]3[C:6](=[CH:7][CH:8]=[CH:9][CH:10]=3)[N:5]=2)=[O:14])[CH:21]=[CH:22][C:23]=1[F:24], predict the reactants needed to synthesize it. The reactants are: [Cl:1][C:2]1[C:11]2[C:6](=[CH:7][CH:8]=[CH:9][CH:10]=2)[N:5]=[C:4]([C:12]([O:14]CC)=O)[N:3]=1.[Cl:17][C:18]1[CH:19]=[C:20]([Mg]Br)[CH:21]=[CH:22][C:23]=1[F:24].C1COCC1. (2) Given the product [Si:20]([O:1][CH2:2][C@@H:3]1[S:8][CH2:7][C@@H:6]([CH3:9])[NH:5][C:4]1=[O:10])([C:16]([CH3:19])([CH3:18])[CH3:17])([C:27]1[CH:28]=[CH:29][CH:30]=[CH:31][CH:32]=1)[C:21]1[CH:26]=[CH:25][CH:24]=[CH:23][CH:22]=1, predict the reactants needed to synthesize it. The reactants are: [OH:1][CH2:2][C@@H:3]1[S:8][CH2:7][C@@H:6]([CH3:9])[NH:5][C:4]1=[O:10].N1C=CN=C1.[C:16]([Si:20](Cl)([C:27]1[CH:32]=[CH:31][CH:30]=[CH:29][CH:28]=1)[C:21]1[CH:26]=[CH:25][CH:24]=[CH:23][CH:22]=1)([CH3:19])([CH3:18])[CH3:17].O. (3) Given the product [CH3:16][O:15][C:11]1[CH:10]=[C:9]([CH:14]=[CH:13][CH:12]=1)[CH2:8][CH2:7][NH:6][C:4](=[O:5])[CH2:3][CH2:2][NH:1][C:25]([C:24]1[CH:28]=[CH:29][C:21]([C:19]([O:18][CH3:17])=[O:20])=[CH:22][CH:23]=1)=[O:26], predict the reactants needed to synthesize it. The reactants are: [NH2:1][CH2:2][CH2:3][C:4]([NH:6][CH2:7][CH2:8][C:9]1[CH:14]=[CH:13][CH:12]=[C:11]([O:15][CH3:16])[CH:10]=1)=[O:5].[CH3:17][O:18][C:19]([C:21]1[CH:29]=[CH:28][C:24]([C:25](O)=[O:26])=[CH:23][CH:22]=1)=[O:20].OC1C2N=NNC=2C=CC=1.C(N(CC)CC)C.C(N=C=NCCCN(C)C)C. (4) Given the product [Cl:9][C:5]1[CH:6]=[C:7]([CH3:8])[C:2]([B:46]2[O:47][C:48]([CH3:50])([CH3:49])[C:44]([CH3:51])([CH3:43])[O:45]2)=[C:3]([NH2:10])[CH:4]=1, predict the reactants needed to synthesize it. The reactants are: Br[C:2]1[C:7]([CH3:8])=[CH:6][C:5]([Cl:9])=[CH:4][C:3]=1[NH2:10].C1(P(C2CCCCC2)C2C=CC=CC=2C2C=CC=CC=2)CCCCC1.CCN(CC)CC.[CH3:43][C:44]1([CH3:51])[C:48]([CH3:50])([CH3:49])[O:47][BH:46][O:45]1. (5) Given the product [CH2:1]([O:3][C:4](=[O:19])/[CH:5]=[C:6](/[O:8][C:9]1[CH:14]=[CH:13][CH:12]=[C:11]([O:15][CH3:16])[C:10]=1[O:17][CH3:18])\[CH2:7][Br:20])[CH3:2], predict the reactants needed to synthesize it. The reactants are: [CH2:1]([O:3][C:4](=[O:19])/[CH:5]=[C:6](/[O:8][C:9]1[CH:14]=[CH:13][CH:12]=[C:11]([O:15][CH3:16])[C:10]=1[O:17][CH3:18])\[CH3:7])[CH3:2].[Br:20]N1C(=O)CCC1=O.C(OOC(=O)C1C=CC=CC=1)(=O)C1C=CC=CC=1.